This data is from Reaction yield outcomes from USPTO patents with 853,638 reactions. The task is: Predict the reaction yield, written as a fraction of the theoretical maximum amount of product (1.0 means a 100% yield; for example, 0.34 means a 34% yield). (1) The reactants are C(N(C(C)C)CC)(C)C.[F:10][C:11]1([F:17])[CH2:14][CH:13]([CH:15]=[O:16])[CH2:12]1.[N+:18]([CH3:21])([O-:20])=[O:19]. The catalyst is C(Cl)Cl. The product is [F:10][C:11]1([F:17])[CH2:14][CH:13]([CH:15]([OH:16])[CH2:21][N+:18]([O-:20])=[O:19])[CH2:12]1. The yield is 0.630. (2) The reactants are [CH3:1][C:2]1([CH3:13])[C:11]2[C:6](=[CH:7][CH:8]=[CH:9][CH:10]=2)[CH2:5][C:4](=O)[CH2:3]1.[CH2:14]([NH2:17])[C:15]#[CH:16]. No catalyst specified. The product is [CH3:1][C:2]1([CH3:13])[CH2:3][C:4]2[N:17]=[CH:14][CH:15]=[CH:16][C:5]=2[C:6]2[CH:7]=[CH:8][CH:9]=[CH:10][C:11]1=2. The yield is 0.490. (3) The reactants are [Cl:1][C:2]1[CH:7]=[CH:6][N:5]=[C:4]([C:8]([OH:10])=O)[CH:3]=1.C1N=CN(C(N2C=NC=C2)=O)C=1.[CH2:23]([N:27]1[C:35]2[N:34]=[C:33]([Cl:36])[NH:32][C:31]=2[C:30](=[O:37])[N:29]([CH2:38][CH2:39][CH2:40][CH2:41]/[C:42](=[N:45]/[H])/[NH:43]O)[C:28]1=[O:47])[CH2:24][CH2:25][CH3:26]. The catalyst is CS(C)=O. The product is [CH2:23]([N:27]1[C:35]2[N:34]=[C:33]([Cl:36])[NH:32][C:31]=2[C:30](=[O:37])[N:29]([CH2:38][CH2:39][CH2:40][CH2:41][C:42]2[N:43]=[C:8]([C:4]3[CH:3]=[C:2]([Cl:1])[CH:7]=[CH:6][N:5]=3)[O:10][N:45]=2)[C:28]1=[O:47])[CH2:24][CH2:25][CH3:26]. The yield is 0.110. (4) The reactants are [CH2:1]([O:3][C:4](=[O:23])[CH2:5][CH:6]1[CH2:11][CH2:10][N:9]([C:12]2[C:17]([NH2:18])=[CH:16][C:15]([S:19]([CH3:22])(=[O:21])=[O:20])=[CH:14][N:13]=2)[CH2:8][CH2:7]1)[CH3:2].[Cl:24][C:25]1[CH:26]=[C:27]([CH:31]=[CH:32][CH:33]=1)[C:28](Cl)=[O:29]. The catalyst is C(#N)C. The product is [CH2:1]([O:3][C:4](=[O:23])[CH2:5][CH:6]1[CH2:11][CH2:10][N:9]([C:12]2[C:17]([NH:18][C:28](=[O:29])[C:27]3[CH:31]=[CH:32][CH:33]=[C:25]([Cl:24])[CH:26]=3)=[CH:16][C:15]([S:19]([CH3:22])(=[O:21])=[O:20])=[CH:14][N:13]=2)[CH2:8][CH2:7]1)[CH3:2]. The yield is 0.604. (5) The reactants are C(=O)([O-])[O-].[Na+].[Na+].Br[C:8]1[CH:9]=[N:10][C:11]([NH2:14])=[N:12][CH:13]=1.[C:15]([O:19][C:20]([C:22]1[CH:27]=[CH:26][C:25](B(O)O)=[CH:24][CH:23]=1)=[O:21])([CH3:18])([CH3:17])[CH3:16]. The catalyst is O.C(O)C.C1(C)C=CC=CC=1.CCOC(C)=O.C1C=CC([P]([Pd]([P](C2C=CC=CC=2)(C2C=CC=CC=2)C2C=CC=CC=2)([P](C2C=CC=CC=2)(C2C=CC=CC=2)C2C=CC=CC=2)[P](C2C=CC=CC=2)(C2C=CC=CC=2)C2C=CC=CC=2)(C2C=CC=CC=2)C2C=CC=CC=2)=CC=1. The product is [NH2:14][C:11]1[N:10]=[CH:9][C:8]([C:25]2[CH:26]=[CH:27][C:22]([C:20]([O:19][C:15]([CH3:16])([CH3:17])[CH3:18])=[O:21])=[CH:23][CH:24]=2)=[CH:13][N:12]=1. The yield is 0.866.